Dataset: Reaction yield outcomes from USPTO patents with 853,638 reactions. Task: Predict the reaction yield, written as a fraction of the theoretical maximum amount of product (1.0 means a 100% yield; for example, 0.34 means a 34% yield). The reactants are [Cl:1][C:2]1[CH:3]=[C:4]([CH:28]=[CH:29][CH:30]=1)[C:5]([NH:7][C:8]1[C:9]([N:18]2[CH2:23][CH2:22][CH:21]([CH2:24][C:25]([OH:27])=O)[CH2:20][CH2:19]2)=[N:10][C:11]([S:14]([CH3:17])(=[O:16])=[O:15])=[CH:12][CH:13]=1)=[O:6].[C:31]([NH2:35])([CH3:34])([CH3:33])[CH3:32].F[B-](F)(F)F.N1(OC(N(C)C)=[N+](C)C)C2C=CC=CC=2N=N1.C(N(CC)CC)C. The catalyst is CN(C)C=O.O. The product is [C:31]([NH:35][C:25]([CH2:24][CH:21]1[CH2:22][CH2:23][N:18]([C:9]2[C:8]([NH:7][C:5](=[O:6])[C:4]3[CH:28]=[CH:29][CH:30]=[C:2]([Cl:1])[CH:3]=3)=[CH:13][CH:12]=[C:11]([S:14]([CH3:17])(=[O:16])=[O:15])[N:10]=2)[CH2:19][CH2:20]1)=[O:27])([CH3:34])([CH3:33])[CH3:32]. The yield is 0.620.